Dataset: Forward reaction prediction with 1.9M reactions from USPTO patents (1976-2016). Task: Predict the product of the given reaction. Given the reactants [CH2:1]([N:8]1[CH:12]=[N:11][N:10]=[N:9]1)[C:2]1[CH:7]=[CH:6][CH:5]=[CH:4][CH:3]=1.[OH-].[Na+].[CH:15]1([CH:21]=[O:22])[CH2:20][CH2:19][CH2:18][CH2:17][CH2:16]1, predict the reaction product. The product is: [CH2:1]([N:8]1[C:12]([CH:21]([CH:15]2[CH2:20][CH2:19][CH2:18][CH2:17][CH2:16]2)[OH:22])=[N:11][N:10]=[N:9]1)[C:2]1[CH:3]=[CH:4][CH:5]=[CH:6][CH:7]=1.